From a dataset of Kir2.1 potassium channel HTS with 301,493 compounds. Binary Classification. Given a drug SMILES string, predict its activity (active/inactive) in a high-throughput screening assay against a specified biological target. (1) The drug is Brc1c(NC(=O)C(=O)N2CCCC2)cccc1. The result is 0 (inactive). (2) The compound is S(=O)(=O)(N(Cc1ccccc1)C)c1cc2c([nH]c(=O)cc2)cc1. The result is 0 (inactive). (3) The molecule is S(=O)(=O)(N)c1ccc(CCN(C2CC(=O)N(C2=O)c2ccc(OC)cc2)C(=O)CC)cc1. The result is 0 (inactive). (4) The compound is Fc1ccc(C(=O)NC(CCC)C)cc1. The result is 0 (inactive).